Dataset: Forward reaction prediction with 1.9M reactions from USPTO patents (1976-2016). Task: Predict the product of the given reaction. (1) Given the reactants COC(C1[CH:14]=[C:13](O)[C:12]2[C:7](=[C:8](OCC3C=CC=CC=3)[CH:9]=[C:10](Br)[CH:11]=2)N=1)=O.[CH3:25][O:26][C:27]([C:29]1[C:38](Br)=[C:37]([OH:40])[C:36]2[C:31](=[C:32]([N+:41]([O-:43])=[O:42])[CH:33]=[CH:34][CH:35]=2)[N:30]=1)=[O:28], predict the reaction product. The product is: [CH3:25][O:26][C:27]([C:29]1[C:38]([C:14]#[C:13][C:12]2[CH:7]=[CH:8][CH:9]=[CH:10][CH:11]=2)=[C:37]([OH:40])[C:36]2[C:31](=[C:32]([N+:41]([O-:43])=[O:42])[CH:33]=[CH:34][CH:35]=2)[N:30]=1)=[O:28]. (2) Given the reactants [O-][CH2:2][CH3:3].[Na+].[Br:5][C:6]1[CH:11]=[CH:10][C:9]([NH:12][C:13](=[S:17])[CH:14]([CH3:16])[CH3:15])=[CH:8][CH:7]=1.C(O)C.ICC, predict the reaction product. The product is: [CH2:2]([S:17][C:13](=[N:12][C:9]1[CH:8]=[CH:7][C:6]([Br:5])=[CH:11][CH:10]=1)[CH:14]([CH3:15])[CH3:16])[CH3:3]. (3) Given the reactants [OH-].[Na+].O.Cl.[CH2:5]([N:12]1[CH2:17][CH2:16][CH2:15][C:14](=O)[CH2:13]1)[C:6]1[CH:11]=[CH:10][CH:9]=[CH:8][CH:7]=1.[C:19]([N:26]1[CH2:31][CH2:30][NH:29][CH2:28][CH2:27]1)([O:21][C:22]([CH3:25])([CH3:24])[CH3:23])=[O:20].[BH-](OC(C)=O)(OC(C)=O)OC(C)=O.[Na+], predict the reaction product. The product is: [C:22]([O:21][C:19]([N:26]1[CH2:31][CH2:30][N:29]([CH:14]2[CH2:15][CH2:16][CH2:17][N:12]([CH2:5][C:6]3[CH:11]=[CH:10][CH:9]=[CH:8][CH:7]=3)[CH2:13]2)[CH2:28][CH2:27]1)=[O:20])([CH3:25])([CH3:23])[CH3:24]. (4) Given the reactants [CH2:1]([NH:8][CH2:9][CH2:10][NH:11][CH2:12][C:13]1[CH:18]=[CH:17][CH:16]=[CH:15][CH:14]=1)[C:2]1[CH:7]=[CH:6][CH:5]=[CH:4][CH:3]=1.C(N(C(C)C)CC)(C)C.Br[CH:29]([CH2:37][CH2:38]Br)[C:30]([O:32][C:33]([CH3:36])([CH3:35])[CH3:34])=[O:31], predict the reaction product. The product is: [CH2:1]([N:8]1[CH2:38][CH2:37][CH:29]([C:30]([O:32][C:33]([CH3:36])([CH3:35])[CH3:34])=[O:31])[N:11]([CH2:12][C:13]2[CH:18]=[CH:17][CH:16]=[CH:15][CH:14]=2)[CH2:10][CH2:9]1)[C:2]1[CH:3]=[CH:4][CH:5]=[CH:6][CH:7]=1. (5) Given the reactants [F:1][CH:2]([F:32])[O:3][C:4]1[CH:13]=[C:12]2[C:7]([CH2:8][CH2:9][CH2:10][N:11]2[C:14]2[C:18]3[CH2:19][N:20]([C:23](=[O:25])[CH3:24])[CH2:21][CH2:22][C:17]=3[N:16]([CH:26]3[CH2:31][CH2:30][O:29][CH2:28][CH2:27]3)[N:15]=2)=[CH:6][CH:5]=1.[Br:33]N1C(=O)CCC1=O.O, predict the reaction product. The product is: [Br:33][C:5]1[CH:6]=[C:7]2[C:12](=[CH:13][C:4]=1[O:3][CH:2]([F:1])[F:32])[N:11]([C:14]1[C:18]3[CH2:19][N:20]([C:23](=[O:25])[CH3:24])[CH2:21][CH2:22][C:17]=3[N:16]([CH:26]3[CH2:31][CH2:30][O:29][CH2:28][CH2:27]3)[N:15]=1)[CH2:10][CH2:9][CH2:8]2. (6) Given the reactants N#N.[C:3]([O:9][C:10]1([C:13]2[N:14]=[C:15]([CH2:18]OS(C)(=O)=O)[O:16][CH:17]=2)[CH2:12][CH2:11]1)(=[O:8])[C:4]([CH3:7])([CH3:6])[CH3:5].[N+:24]([C:27]1[CH:31]=[N:30][NH:29][N:28]=1)([O-:26])=[O:25].CCN(C(C)C)C(C)C, predict the reaction product. The product is: [C:3]([O:9][C:10]1([C:13]2[N:14]=[C:15]([CH2:18][N:29]3[N:28]=[C:27]([N+:24]([O-:26])=[O:25])[CH:31]=[N:30]3)[O:16][CH:17]=2)[CH2:11][CH2:12]1)(=[O:8])[C:4]([CH3:5])([CH3:6])[CH3:7].